Dataset: Peptide-MHC class I binding affinity with 185,985 pairs from IEDB/IMGT. Task: Regression. Given a peptide amino acid sequence and an MHC pseudo amino acid sequence, predict their binding affinity value. This is MHC class I binding data. (1) The peptide sequence is VMETENALF. The MHC is HLA-A03:01 with pseudo-sequence HLA-A03:01. The binding affinity (normalized) is 0.0847. (2) The peptide sequence is AENDWVTVY. The MHC is Mamu-A11 with pseudo-sequence Mamu-A11. The binding affinity (normalized) is 0.662. (3) The peptide sequence is LGLSNKLPV. The binding affinity (normalized) is 0.492. The MHC is H-2-Db with pseudo-sequence H-2-Db. (4) The peptide sequence is DNRTIISLNKY. The MHC is HLA-B27:05 with pseudo-sequence HLA-B27:05. The binding affinity (normalized) is 0.167.